This data is from Full USPTO retrosynthesis dataset with 1.9M reactions from patents (1976-2016). The task is: Predict the reactants needed to synthesize the given product. Given the product [C:1]([O:5][C:6]([NH:8][C@H:9]1[CH2:10][C@@:11]([C:18]([OH:21])([CH3:20])[CH3:19])([C:14]([O:16][CH3:17])=[O:15])[CH:12]=[CH:13]1)=[O:7])([CH3:4])([CH3:2])[CH3:3], predict the reactants needed to synthesize it. The reactants are: [C:1]([O:5][C:6]([NH:8][C@H:9]1[CH2:13][CH2:12][C:11]([C:18]([OH:21])([CH3:20])[CH3:19])([C:14]([O:16][CH3:17])=[O:15])[CH2:10]1)=[O:7])([CH3:4])([CH3:3])[CH3:2].CO.O.O.[OH-].[Li+].